Dataset: NCI-60 drug combinations with 297,098 pairs across 59 cell lines. Task: Regression. Given two drug SMILES strings and cell line genomic features, predict the synergy score measuring deviation from expected non-interaction effect. (1) Drug 1: CCC1(CC2CC(C3=C(CCN(C2)C1)C4=CC=CC=C4N3)(C5=C(C=C6C(=C5)C78CCN9C7C(C=CC9)(C(C(C8N6C)(C(=O)OC)O)OC(=O)C)CC)OC)C(=O)OC)O.OS(=O)(=O)O. Drug 2: C1CC(=O)NC(=O)C1N2C(=O)C3=CC=CC=C3C2=O. Cell line: HOP-62. Synergy scores: CSS=14.3, Synergy_ZIP=5.39, Synergy_Bliss=12.3, Synergy_Loewe=7.61, Synergy_HSA=8.55. (2) Drug 1: C1=CC=C(C=C1)NC(=O)CCCCCCC(=O)NO. Drug 2: CC1C(C(CC(O1)OC2CC(CC3=C2C(=C4C(=C3O)C(=O)C5=C(C4=O)C(=CC=C5)OC)O)(C(=O)CO)O)N)O.Cl. Cell line: MDA-MB-231. Synergy scores: CSS=36.4, Synergy_ZIP=-5.84, Synergy_Bliss=-2.22, Synergy_Loewe=-10.8, Synergy_HSA=-0.282. (3) Drug 1: CC1=C(N=C(N=C1N)C(CC(=O)N)NCC(C(=O)N)N)C(=O)NC(C(C2=CN=CN2)OC3C(C(C(C(O3)CO)O)O)OC4C(C(C(C(O4)CO)O)OC(=O)N)O)C(=O)NC(C)C(C(C)C(=O)NC(C(C)O)C(=O)NCCC5=NC(=CS5)C6=NC(=CS6)C(=O)NCCC[S+](C)C)O. Drug 2: C1C(C(OC1N2C=NC3=C2NC=NCC3O)CO)O. Cell line: HT29. Synergy scores: CSS=12.2, Synergy_ZIP=-3.41, Synergy_Bliss=-4.95, Synergy_Loewe=4.43, Synergy_HSA=-3.46. (4) Drug 1: CC12CCC3C(C1CCC2=O)CC(=C)C4=CC(=O)C=CC34C. Drug 2: C1=CC=C(C=C1)NC(=O)CCCCCCC(=O)NO. Cell line: IGROV1. Synergy scores: CSS=32.6, Synergy_ZIP=0.193, Synergy_Bliss=2.21, Synergy_Loewe=1.01, Synergy_HSA=2.70. (5) Drug 1: C1=CC(=CC=C1CCCC(=O)O)N(CCCl)CCCl. Drug 2: B(C(CC(C)C)NC(=O)C(CC1=CC=CC=C1)NC(=O)C2=NC=CN=C2)(O)O. Cell line: UO-31. Synergy scores: CSS=4.53, Synergy_ZIP=-6.24, Synergy_Bliss=-5.60, Synergy_Loewe=-3.67, Synergy_HSA=-3.58. (6) Cell line: SF-295. Drug 1: CCN(CC)CCNC(=O)C1=C(NC(=C1C)C=C2C3=C(C=CC(=C3)F)NC2=O)C. Synergy scores: CSS=37.2, Synergy_ZIP=1.74, Synergy_Bliss=0.0737, Synergy_Loewe=-10.7, Synergy_HSA=0.828. Drug 2: C#CCC(CC1=CN=C2C(=N1)C(=NC(=N2)N)N)C3=CC=C(C=C3)C(=O)NC(CCC(=O)O)C(=O)O. (7) Drug 1: CNC(=O)C1=CC=CC=C1SC2=CC3=C(C=C2)C(=NN3)C=CC4=CC=CC=N4. Drug 2: C1C(C(OC1N2C=C(C(=O)NC2=O)F)CO)O. Cell line: SN12C. Synergy scores: CSS=28.1, Synergy_ZIP=-2.52, Synergy_Bliss=-4.17, Synergy_Loewe=-8.94, Synergy_HSA=-3.71. (8) Drug 1: C1CCC(CC1)NC(=O)N(CCCl)N=O. Drug 2: CCCCCOC(=O)NC1=NC(=O)N(C=C1F)C2C(C(C(O2)C)O)O. Cell line: EKVX. Synergy scores: CSS=-3.32, Synergy_ZIP=0.100, Synergy_Bliss=2.38, Synergy_Loewe=-7.72, Synergy_HSA=-0.771. (9) Drug 1: COC1=NC(=NC2=C1N=CN2C3C(C(C(O3)CO)O)O)N. Drug 2: CC1CCC2CC(C(=CC=CC=CC(CC(C(=O)C(C(C(=CC(C(=O)CC(OC(=O)C3CCCCN3C(=O)C(=O)C1(O2)O)C(C)CC4CCC(C(C4)OC)O)C)C)O)OC)C)C)C)OC. Cell line: HL-60(TB). Synergy scores: CSS=10.3, Synergy_ZIP=-8.35, Synergy_Bliss=-12.4, Synergy_Loewe=-9.57, Synergy_HSA=-9.19. (10) Drug 1: C1=C(C(=O)NC(=O)N1)N(CCCl)CCCl. Drug 2: CCC1(CC2CC(C3=C(CCN(C2)C1)C4=CC=CC=C4N3)(C5=C(C=C6C(=C5)C78CCN9C7C(C=CC9)(C(C(C8N6C)(C(=O)OC)O)OC(=O)C)CC)OC)C(=O)OC)O.OS(=O)(=O)O. Cell line: SNB-75. Synergy scores: CSS=43.9, Synergy_ZIP=-5.62, Synergy_Bliss=-3.97, Synergy_Loewe=-19.0, Synergy_HSA=-1.51.